This data is from Catalyst prediction with 721,799 reactions and 888 catalyst types from USPTO. The task is: Predict which catalyst facilitates the given reaction. (1) Reactant: Cl.Cl.[CH2:3]([N:10]([CH2:31][CH2:32][N:33]([CH3:35])[CH3:34])[C:11]([CH2:13][N:14]([C:21]1[CH:22]=[CH:23][CH:24]=[C:25]2[C:30]=1[CH2:29][NH:28][CH2:27][CH2:26]2)[C:15](=[O:20])[C:16]([F:19])([F:18])[F:17])=[O:12])[C:4]1[CH:9]=[CH:8][CH:7]=[CH:6][CH:5]=1.[CH3:36][N:37]([CH3:41])[C:38](Cl)=[O:39].C([O-])(O)=O.[Na+]. Product: [CH3:34][N:33]([CH3:35])[CH2:32][CH2:31][N:10]([CH2:3][C:4]1[CH:9]=[CH:8][CH:7]=[CH:6][C:5]=1[C:16]([F:19])([F:18])[F:17])[C:11](=[O:12])[CH2:13][N:14]([C:21]1[CH:22]=[CH:23][CH:24]=[C:25]2[C:30]=1[CH2:29][N:28]([C:38]([N:37]([CH3:41])[CH3:36])=[O:39])[CH2:27][CH2:26]2)[C:15](=[O:20])[C:16]([F:17])([F:18])[F:19]. The catalyst class is: 2. (2) Reactant: [F:1][C:2]([F:29])([F:28])[C:3]1[N:8]=[C:7]([N:9]2[CH2:13][C@@H:12]3[C@H:14](C4C=C(Br)C=CC=4S([O-])(=O)=O)[CH2:15][CH2:16][C@@H:11]3[CH2:10]2)[CH:6]=[CH:5][CH:4]=1.[NH2:30][C@@H:31]([CH2:35][CH:36]([CH3:38])[CH3:37])[C:32]([NH2:34])=[O:33]. The catalyst class is: 10. Product: [F:28][C:2]([F:29])([F:1])[C:3]1[N:8]=[C:7]([N:9]2[CH2:13][C@@H:12]3[C@@H:14]([NH:30][C@H:31]([C:32]([NH2:34])=[O:33])[CH2:35][CH:36]([CH3:38])[CH3:37])[CH2:15][CH2:16][C@@H:11]3[CH2:10]2)[CH:6]=[CH:5][CH:4]=1.